Task: Regression. Given a peptide amino acid sequence and an MHC pseudo amino acid sequence, predict their binding affinity value. This is MHC class I binding data.. Dataset: Peptide-MHC class I binding affinity with 185,985 pairs from IEDB/IMGT (1) The peptide sequence is TVYGLGADV. The MHC is HLA-A02:12 with pseudo-sequence HLA-A02:12. The binding affinity (normalized) is 0.0847. (2) The peptide sequence is SSLRNLCELL. The MHC is H-2-Db with pseudo-sequence H-2-Db. The binding affinity (normalized) is 0.608. (3) The peptide sequence is YSARRHRI. The MHC is Mamu-A01 with pseudo-sequence Mamu-A01. The binding affinity (normalized) is 0.303. (4) The peptide sequence is RVFPGDHFY. The MHC is HLA-B58:01 with pseudo-sequence HLA-B58:01. The binding affinity (normalized) is 0.939. (5) The peptide sequence is AEIVDTVSAL. The MHC is HLA-B40:02 with pseudo-sequence HLA-B40:02. The binding affinity (normalized) is 0.274. (6) The peptide sequence is IQKITVFNK. The MHC is HLA-A31:01 with pseudo-sequence HLA-A31:01. The binding affinity (normalized) is 0.596. (7) The peptide sequence is KSNIEETKF. The MHC is HLA-B15:01 with pseudo-sequence HLA-B15:01. The binding affinity (normalized) is 0. (8) The peptide sequence is EVIPYTPAM. The MHC is HLA-A01:01 with pseudo-sequence HLA-A01:01. The binding affinity (normalized) is 0.0847.